From a dataset of Forward reaction prediction with 1.9M reactions from USPTO patents (1976-2016). Predict the product of the given reaction. Given the reactants [CH3:1][O:2][C:3]1[CH:49]=[CH:48][C:6]([CH2:7][N:8]([CH2:39][C:40]2[CH:45]=[CH:44][C:43]([O:46][CH3:47])=[CH:42][CH:41]=2)[C:9]2[N:14]=[CH:13][C:12]([C:15]3[C:16]4[CH2:29][CH2:28][N:27]([C:30]5[CH:31]=[C:32]([CH:36]=[CH:37][CH:38]=5)[C:33]([OH:35])=O)[C:17]=4[N:18]=[C:19]([N:21]4[CH2:26][CH2:25][O:24][CH2:23][CH2:22]4)[N:20]=3)=[CH:11][N:10]=2)=[CH:5][CH:4]=1.COC1C=CC(CN(CC2C=CC(OC)=CC=2)C2N=CC(C3C4CCN(C5C=CC(C(O)=O)=CC=5)C=4N=[C:68]([N:70]4[CH2:75][CH2:74][O:73][CH2:72][CH2:71]4)N=3)=CN=2)=CC=1.[NH2:99][CH2:100]CCN1CCOCC1, predict the reaction product. The product is: [CH3:47][O:46][C:43]1[CH:44]=[CH:45][C:40]([CH2:39][N:8]([CH2:7][C:6]2[CH:5]=[CH:4][C:3]([O:2][CH3:1])=[CH:49][CH:48]=2)[C:9]2[N:10]=[CH:11][C:12]([C:15]3[C:16]4[CH2:29][CH2:28][N:27]([C:30]5[CH:31]=[C:32]([CH:36]=[CH:37][CH:38]=5)[C:33]([NH:99][CH2:100][CH2:68][N:70]5[CH2:71][CH2:72][O:73][CH2:74][CH2:75]5)=[O:35])[C:17]=4[N:18]=[C:19]([N:21]4[CH2:22][CH2:23][O:24][CH2:25][CH2:26]4)[N:20]=3)=[CH:13][N:14]=2)=[CH:41][CH:42]=1.